This data is from Reaction yield outcomes from USPTO patents with 853,638 reactions. The task is: Predict the reaction yield, written as a fraction of the theoretical maximum amount of product (1.0 means a 100% yield; for example, 0.34 means a 34% yield). (1) The catalyst is ClC(Cl)C.ClCCl. The product is [C:2]([C:6]1[CH:10]=[C:9]([NH:11][C:24](=[O:25])[C:23]([F:34])([F:33])[F:22])[N:8]([CH2:12][CH:13]2[CH2:14][CH2:15]2)[N:7]=1)([CH3:5])([CH3:3])[CH3:4]. The yield is 0.880. The reactants are Cl.[C:2]([C:6]1[CH:10]=[C:9]([NH2:11])[N:8]([CH2:12][CH:13]2[CH2:15][CH2:14]2)[N:7]=1)([CH3:5])([CH3:4])[CH3:3].N1C=CC=CC=1.[F:22][C:23]([F:34])([F:33])[C:24](O[C:24](=[O:25])[C:23]([F:34])([F:33])[F:22])=[O:25].O. (2) The reactants are [CH2:1]([O:3][C:4](=[O:26])[C@@H:5]([CH2:12][C:13]1[CH:18]=[CH:17][C:16]([NH2:19])=[C:15]([CH3:20])[C:14]=1[CH2:21][O:22][C:23](=[O:25])[CH3:24])[CH2:6][C:7]([O:9][CH2:10][CH3:11])=[O:8])[CH3:2].[Cl:27]N1C(=O)CCC1=O. The catalyst is C(#N)C.C(OCC)(=O)C. The product is [CH2:1]([O:3][C:4](=[O:26])[C@@H:5]([CH2:12][C:13]1[CH:18]=[C:17]([Cl:27])[C:16]([NH2:19])=[C:15]([CH3:20])[C:14]=1[CH2:21][O:22][C:23](=[O:25])[CH3:24])[CH2:6][C:7]([O:9][CH2:10][CH3:11])=[O:8])[CH3:2]. The yield is 0.590. (3) The reactants are Cl[CH2:2][C:3]1[CH:4]=[CH:5][C:6]([Cl:9])=[N:7][CH:8]=1.[OH:10][C:11]1[C:16]([CH2:17][CH2:18][CH3:19])=[C:15]([OH:20])[CH:14]=[CH:13][C:12]=1[C:21](=[O:23])[CH3:22].C(=O)([O-])[O-].[K+].[K+].C(=O)([O-])[O-].[Cs+].[Cs+]. The catalyst is CN(C)C=O. The product is [Cl:9][C:6]1[N:7]=[CH:8][C:3]([CH2:2][O:20][C:15]2[CH:14]=[CH:13][C:12]([C:21](=[O:23])[CH3:22])=[C:11]([OH:10])[C:16]=2[CH2:17][CH2:18][CH3:19])=[CH:4][CH:5]=1. The yield is 0.360.